Regression. Given a peptide amino acid sequence and an MHC pseudo amino acid sequence, predict their binding affinity value. This is MHC class I binding data. From a dataset of Peptide-MHC class I binding affinity with 185,985 pairs from IEDB/IMGT. (1) The peptide sequence is FDLFGITLY. The MHC is HLA-A26:01 with pseudo-sequence HLA-A26:01. The binding affinity (normalized) is 0.0847. (2) The peptide sequence is APTLHRLGI. The MHC is HLA-B40:01 with pseudo-sequence HLA-B40:01. The binding affinity (normalized) is 0.0847. (3) The peptide sequence is TLKDGDFIL. The MHC is HLA-B27:03 with pseudo-sequence HLA-B27:03. The binding affinity (normalized) is 0.0847. (4) The peptide sequence is GRWILAIPRRI. The MHC is Mamu-B03 with pseudo-sequence Mamu-B03. The binding affinity (normalized) is 0.600. (5) The peptide sequence is ARWMISSAL. The MHC is HLA-B45:06 with pseudo-sequence HLA-B45:06. The binding affinity (normalized) is 0.213. (6) The peptide sequence is VSDGGPNLY. The MHC is HLA-B48:01 with pseudo-sequence HLA-B48:01. The binding affinity (normalized) is 0.0847. (7) The peptide sequence is FENDIDEIL. The MHC is HLA-A26:03 with pseudo-sequence HLA-A26:03. The binding affinity (normalized) is 0.0847. (8) The peptide sequence is RPLMKNTYL. The MHC is HLA-B46:01 with pseudo-sequence HLA-B46:01. The binding affinity (normalized) is 0.0847. (9) The peptide sequence is RYSNFAWYF. The MHC is HLA-A30:01 with pseudo-sequence HLA-A30:01. The binding affinity (normalized) is 0.0847. (10) The peptide sequence is QNGALAINTF. The MHC is HLA-A02:02 with pseudo-sequence HLA-A02:02. The binding affinity (normalized) is 0.